This data is from Full USPTO retrosynthesis dataset with 1.9M reactions from patents (1976-2016). The task is: Predict the reactants needed to synthesize the given product. Given the product [CH:8]1([NH:11][C:12]2[N:17]=[C:16]([C:18]3[C:19]([CH:27]([CH3:29])[CH3:28])=[N:20][N:21]4[CH:26]=[CH:25][CH:24]=[CH:23][C:22]=34)[CH:15]=[CH:14][N:13]=2)[CH2:10][CH2:9]1, predict the reactants needed to synthesize it. The reactants are: C1(NC(N)=N)CC1.[CH:8]([NH:11][C:12]1[N:17]=[C:16]([C:18]2[C:19]([CH:27]([CH3:29])[CH3:28])=[N:20][N:21]3[CH:26]=[CH:25][CH:24]=[CH:23][C:22]=23)[CH:15]=[CH:14][N:13]=1)([CH3:10])[CH3:9].